From a dataset of Blood-brain barrier permeability classification from the B3DB database. Regression/Classification. Given a drug SMILES string, predict its absorption, distribution, metabolism, or excretion properties. Task type varies by dataset: regression for continuous measurements (e.g., permeability, clearance, half-life) or binary classification for categorical outcomes (e.g., BBB penetration, CYP inhibition). Dataset: b3db_classification. (1) The compound is CC1CC2C3CC(F)C4=CC(=O)C=CC4(C)C3(F)C(O)CC2(C)C1(O)C(=O)CCl. The result is 1 (penetrates BBB). (2) The molecule is N#Cc1cccc(-c2ccc3cc(O)ccc3c2Oc2ccc(OCCN3CCCCC3)cc2)c1. The result is 1 (penetrates BBB). (3) The compound is CNC(=C[N+](=O)[O-])NCCSCc1csc(CN(C)C)n1. The result is 0 (does not penetrate BBB). (4) The molecule is CCn1cc(C(=O)O)c(=O)c2ccc(C)nc21. The result is 1 (penetrates BBB). (5) The drug is CC(OC1OCCN(Cc2n[nH]c(=O)[nH]2)C1c1ccc(F)cc1)c1cc(C(F)(F)F)cc(C(F)(F)F)c1. The result is 1 (penetrates BBB). (6) The drug is Fc1ccc(C(c2ccc(F)cc2)N2CCN(CCCc3ccccc3)CC2)cc1. The result is 1 (penetrates BBB).